From a dataset of Experimentally validated miRNA-target interactions with 360,000+ pairs, plus equal number of negative samples. Binary Classification. Given a miRNA mature sequence and a target amino acid sequence, predict their likelihood of interaction. The miRNA is hsa-miR-1207-5p with sequence UGGCAGGGAGGCUGGGAGGGG. The protein sequence of the target gene is MEPATAPRPDMAPELTPEEEQATKQFLEEINKWTVQYNVSPLSWNVAVKFLMARKFDVLRAIELFHSYRETRRKEGIVKLKPHEEPLRSEILSGKFTILNVRDPTGASIALFTARLHHPHKSVQHVVLQALFYLLDRAVDSFETQRNGLVFIYDMCGSNYANFELDLGKKVLNLLKGAFPARLKKVLIVGAPIWFRVPYSIISLLLKDKVRERIQILKTSEVTQHLPRECLPENLGGYVKIDLATWNFQFLPQVNGHPDPFDEIILFSLPPALDWDSVHVPGPHAMTIQELVDYVNARQK.... Result: 1 (interaction).